This data is from Catalyst prediction with 721,799 reactions and 888 catalyst types from USPTO. The task is: Predict which catalyst facilitates the given reaction. (1) Reactant: [C:1]([S:5]([C:8]1[CH:9]=[C:10]2[C:15](=[CH:16][C:17]=1[F:18])[N:14]=[CH:13][N:12]=[C:11]2O)(=[O:7])=[O:6])([CH3:4])([CH3:3])[CH3:2].O=P(Cl)(Cl)[Cl:22].[CH3:25][C:26]1[C:27]([NH2:32])=[N:28][NH:29][C:30]=1[CH3:31]. Product: [ClH:22].[C:1]([S:5]([C:8]1[CH:9]=[C:10]2[C:15](=[CH:16][C:17]=1[F:18])[N:14]=[CH:13][N:12]=[C:11]2[NH:32][C:27]1[C:26]([CH3:25])=[C:30]([CH3:31])[NH:29][N:28]=1)(=[O:7])=[O:6])([CH3:4])([CH3:3])[CH3:2]. The catalyst class is: 10. (2) Reactant: [CH2:1]([O:8][C:9]1[CH:18]=[C:17]([I:19])[CH:16]=[CH:15][C:10]=1[C:11](OC)=[O:12])[C:2]1[CH:7]=[CH:6][CH:5]=[CH:4][CH:3]=1.CC(C[AlH]CC(C)C)C. Product: [CH2:1]([O:8][C:9]1[CH:18]=[C:17]([I:19])[CH:16]=[CH:15][C:10]=1[CH2:11][OH:12])[C:2]1[CH:3]=[CH:4][CH:5]=[CH:6][CH:7]=1. The catalyst class is: 11. (3) Reactant: C1C=C(Cl)C=C(C(OO)=[O:9])C=1.[CH:12]1([NH:15][C:16]([C:18]2[CH:19]=[C:20]([F:39])[C:21]([CH3:38])=[C:22]([C:24]3[CH:37]=[CH:36][C:27]([C:28]([NH:30][C:31]([CH2:34][CH3:35])([CH3:33])[CH3:32])=[O:29])=[CH:26][N:25]=3)[CH:23]=2)=[O:17])[CH2:14][CH2:13]1. Product: [CH:12]1([NH:15][C:16]([C:18]2[CH:19]=[C:20]([F:39])[C:21]([CH3:38])=[C:22]([C:24]3[N+:25]([O-:9])=[CH:26][C:27]([C:28]([NH:30][C:31]([CH3:33])([CH3:32])[CH2:34][CH3:35])=[O:29])=[CH:36][CH:37]=3)[CH:23]=2)=[O:17])[CH2:14][CH2:13]1. The catalyst class is: 147. (4) Reactant: [Br:1][C:2]1[CH:14]=[CH:13][C:12]2[C:11]3[C:6](=[CH:7][C:8]([Br:15])=[CH:9][CH:10]=3)[NH:5][C:4]=2[CH:3]=1.Br[CH2:17][CH:18]([CH2:23][CH3:24])[CH2:19][CH2:20][CH2:21][CH3:22].S.C([N+](CCCC)(CCCC)CCCC)CCC.[OH-].[Na+]. Product: [Br:1][C:2]1[CH:14]=[CH:13][C:12]2[C:11]3[C:6](=[CH:7][C:8]([Br:15])=[CH:9][CH:10]=3)[N:5]([CH2:17][CH:18]([CH2:23][CH3:24])[CH2:19][CH2:20][CH2:21][CH3:22])[C:4]=2[CH:3]=1. The catalyst class is: 21. (5) Reactant: [ClH:1].C[O:3][C:4]1[C:15]2[C:16]3[N:8]([NH:9][CH2:10][C:11]=3[C@H:12]([CH:18]3[CH:23]4[CH2:24][CH2:25][N:20]([CH2:21][CH2:22]4)[CH2:19]3)[C:13](=[O:17])[CH:14]=2)[CH:7]=[CH:6][N:5]=1.Br. Product: [ClH:1].[OH:3][C:4]1[C:15]2[C:16]3[N:8]([NH:9][CH2:10][C:11]=3[C@H:12]([CH:18]3[CH:23]4[CH2:24][CH2:25][N:20]([CH2:21][CH2:22]4)[CH2:19]3)[C:13](=[O:17])[CH:14]=2)[CH:7]=[CH:6][N:5]=1. The catalyst class is: 404.